From a dataset of Forward reaction prediction with 1.9M reactions from USPTO patents (1976-2016). Predict the product of the given reaction. (1) Given the reactants [CH3:1][C:2]1([CH3:19])[CH2:18][CH2:17][N:5]2[C:6](=[O:16])[CH:7]=[C:8]([C:10]3[CH:15]=[CH:14][N:13]=[CH:12][CH:11]=3)[N:9]=[C:4]2[NH:3]1.[H-].[Na+].[N:22]1[C:30]2[CH2:29][C@H:28]([CH2:31]OS(C)(=O)=O)[CH2:27][C:26]=2[CH:25]=[CH:24][CH:23]=1.[Cl-].[NH4+], predict the reaction product. The product is: [N:22]1[C:30]2[CH2:29][C@H:28]([CH2:31][N:3]3[C:4]4=[N:9][C:8]([C:10]5[CH:15]=[CH:14][N:13]=[CH:12][CH:11]=5)=[CH:7][C:6](=[O:16])[N:5]4[CH2:17][CH2:18][C:2]3([CH3:19])[CH3:1])[CH2:27][C:26]=2[CH:25]=[CH:24][CH:23]=1. (2) Given the reactants [CH2:1]([O:8][C:9]1[C:10]([CH2:20][CH:21]([NH2:34])[C:22]2[CH:27]=[CH:26][CH:25]=[C:24]([CH2:28][N:29]3[CH2:33][CH2:32][CH2:31][CH2:30]3)[CH:23]=2)=[CH:11][C:12]([Cl:19])=[C:13]2[C:18]=1[N:17]=[CH:16][CH:15]=[CH:14]2)[C:2]1[CH:7]=[CH:6][CH:5]=[CH:4][CH:3]=1.[C:35]1([C:44]2[CH:49]=[CH:48][CH:47]=[CH:46][CH:45]=2)[CH:40]=[CH:39][C:38]([C:41](Cl)=[O:42])=[CH:37][CH:36]=1, predict the reaction product. The product is: [CH2:1]([O:8][C:9]1[C:10]([CH2:20][CH:21]([NH:34][C:41]([C:38]2[CH:39]=[CH:40][C:35]([C:44]3[CH:45]=[CH:46][CH:47]=[CH:48][CH:49]=3)=[CH:36][CH:37]=2)=[O:42])[C:22]2[CH:27]=[CH:26][CH:25]=[C:24]([CH2:28][N:29]3[CH2:33][CH2:32][CH2:31][CH2:30]3)[CH:23]=2)=[CH:11][C:12]([Cl:19])=[C:13]2[C:18]=1[N:17]=[CH:16][CH:15]=[CH:14]2)[C:2]1[CH:3]=[CH:4][CH:5]=[CH:6][CH:7]=1.